Dataset: Full USPTO retrosynthesis dataset with 1.9M reactions from patents (1976-2016). Task: Predict the reactants needed to synthesize the given product. (1) Given the product [F:22][C:20]1[CH:19]=[CH:18][CH:17]=[C:16]2[C:21]=1[C:13]([NH:12][C:2]1[CH:11]=[N:10][CH:9]=[CH:8][C:3]=1[C:4]([OH:6])=[O:5])=[N:14][N:15]2[CH3:23], predict the reactants needed to synthesize it. The reactants are: Br[C:2]1[CH:11]=[N:10][CH:9]=[CH:8][C:3]=1[C:4]([O:6]C)=[O:5].[NH2:12][C:13]1[C:21]2[C:16](=[CH:17][CH:18]=[CH:19][C:20]=2[F:22])[N:15]([CH3:23])[N:14]=1. (2) Given the product [CH3:1][C:2]1[CH2:7][CH2:6][CH2:5][C:4]([CH3:8])([CH3:9])[C:3]=1[CH:10]([OH:11])[CH3:12], predict the reactants needed to synthesize it. The reactants are: [CH3:1][C:2]1[CH2:7][CH2:6][CH2:5][C:4]([CH3:9])([CH3:8])[C:3]=1[CH:10]=[O:11].[CH3:12][Mg]I.[Cl-].[NH4+]. (3) Given the product [Cl:23][C:8]1[C:7]2[C:12](=[CH:13][C:4]3[CH:3]=[C:2]([OH:1])[C:18]([O:19][CH3:20])=[CH:17][C:5]=3[CH:6]=2)[N:11]=[CH:10][C:9]=1[C:14]#[N:15], predict the reactants needed to synthesize it. The reactants are: [OH:1][C:2]1[C:18]([O:19][CH3:20])=[CH:17][C:5]2[CH:6]=[C:7]3[C:12](=[CH:13][C:4]=2[CH:3]=1)[NH:11][CH:10]=[C:9]([C:14]#[N:15])[C:8]3=O.P(Cl)(Cl)([Cl:23])=O. (4) Given the product [F:88][C:89]1[CH:90]=[CH:91][C:92]([CH2:95][NH:1][C@:2]23[CH2:37][CH2:36][C@@H:35]([C:38]([CH3:40])=[CH2:39])[C@@H:3]2[C@@H:4]2[C@@:17]([CH3:20])([CH2:18][CH2:19]3)[C@@:16]3([CH3:21])[C@@H:7]([C@:8]4([CH3:34])[C@@H:13]([CH2:14][CH2:15]3)[C:12]([CH3:23])([CH3:22])[C:11]([C:24]3[CH:33]=[CH:32][C:27]([C:28]([OH:30])=[O:29])=[CH:26][CH:25]=3)=[CH:10][CH2:9]4)[CH2:6][CH2:5]2)=[N:93][CH:94]=1, predict the reactants needed to synthesize it. The reactants are: [NH2:1][C@:2]12[CH2:37][CH2:36][C@@H:35]([C:38]([CH3:40])=[CH2:39])[C@@H:3]1[C@@H:4]1[C@@:17]([CH3:20])([CH2:18][CH2:19]2)[C@@:16]2([CH3:21])[C@@H:7]([C@:8]3([CH3:34])[C@@H:13]([CH2:14][CH2:15]2)[C:12]([CH3:23])([CH3:22])[C:11]([C:24]2[CH:33]=[CH:32][C:27]([C:28]([O:30]C)=[O:29])=[CH:26][CH:25]=2)=[CH:10][CH2:9]3)[CH2:6][CH2:5]1.FC1C=C(CN[C@]23CC[C@@H](C(C)=C)[C@@H]2[C@@H]2[C@@](C)(CC3)[C@@]3(C)[C@@H]([C@]4(C)[C@@H](CC3)C(C)(C)C(C3C=CC(C(O)=O)=CC=3)=CC4)CC2)C=CN=1.[F:88][C:89]1[CH:90]=[CH:91][C:92]([CH:95]=O)=[N:93][CH:94]=1. (5) Given the product [O:14]1[CH2:15][CH2:16][N:11]([C:4]2[CH:3]=[C:2]([NH:22][C:17](=[O:21])[CH:18]([CH3:20])[CH3:19])[CH:7]=[C:6]([N+:8]([O-:10])=[O:9])[CH:5]=2)[CH2:12][CH2:13]1, predict the reactants needed to synthesize it. The reactants are: Cl[C:2]1[CH:3]=[C:4]([N:11]2[CH2:16][CH2:15][O:14][CH2:13][CH2:12]2)[CH:5]=[C:6]([N+:8]([O-:10])=[O:9])[CH:7]=1.[C:17]([NH2:22])(=[O:21])[CH:18]([CH3:20])[CH3:19].P([O-])([O-])([O-])=O.[K+].[K+].[K+]. (6) Given the product [CH2:19]([O:1][C:2]1[CH:3]=[CH:4][C:5]([N+:10]([O-:12])=[O:11])=[C:6]([CH:9]=1)[CH:7]=[O:8])[CH3:20], predict the reactants needed to synthesize it. The reactants are: [OH:1][C:2]1[CH:3]=[CH:4][C:5]([N+:10]([O-:12])=[O:11])=[C:6]([CH:9]=1)[CH:7]=[O:8].C(=O)([O-])[O-].[Cs+].[Cs+].[CH2:19](I)[CH3:20].O. (7) Given the product [Cl:1][C:2]1[CH:30]=[CH:29][CH:28]=[C:27]([Cl:31])[C:3]=1[CH2:4][CH:5]1[CH2:9][CH2:8][N:7]([CH:10]2[CH2:15][CH2:14][CH2:13][NH:12][CH2:11]2)[C:6]1=[O:26], predict the reactants needed to synthesize it. The reactants are: [Cl:1][C:2]1[CH:30]=[CH:29][CH:28]=[C:27]([Cl:31])[C:3]=1[CH2:4][CH:5]1[CH2:9][CH2:8][N:7]([CH:10]2[CH2:15][CH2:14][CH2:13][N:12](C(OCC3C=CC=CC=3)=O)[CH2:11]2)[C:6]1=[O:26].